This data is from Reaction yield outcomes from USPTO patents with 853,638 reactions. The task is: Predict the reaction yield, written as a fraction of the theoretical maximum amount of product (1.0 means a 100% yield; for example, 0.34 means a 34% yield). (1) The reactants are [C:1]([O:5][C:6](=[O:12])[N:7]([CH2:9][CH2:10][OH:11])[CH3:8])([CH3:4])([CH3:3])[CH3:2].[H-].[Na+].[C:15]([Si:19]([C:45]1[CH:50]=[CH:49][CH:48]=[CH:47][CH:46]=1)([C:39]1[CH:44]=[CH:43][CH:42]=[CH:41][CH:40]=1)[O:20][CH2:21][CH2:22][C@@H:23]1[O:27][C:26]([CH3:29])([CH3:28])[O:25][C@@H:24]1[CH2:30]OS(C(F)(F)F)(=O)=O)([CH3:18])([CH3:17])[CH3:16].[Cl-].[NH4+]. The catalyst is C1COCC1. The product is [C:1]([O:5][C:6](=[O:12])[N:7]([CH2:9][CH2:10][O:11][CH2:30][C@@H:24]1[C@H:23]([CH2:22][CH2:21][O:20][Si:19]([C:15]([CH3:18])([CH3:17])[CH3:16])([C:39]2[CH:44]=[CH:43][CH:42]=[CH:41][CH:40]=2)[C:45]2[CH:50]=[CH:49][CH:48]=[CH:47][CH:46]=2)[O:27][C:26]([CH3:28])([CH3:29])[O:25]1)[CH3:8])([CH3:4])([CH3:2])[CH3:3]. The yield is 0.380. (2) The reactants are [O:1]=[C:2]1[CH2:6][CH2:5][CH2:4][N:3]1[CH2:7]CC#N.[OH-:11].[Na+].[O:13]1[CH2:18][CH2:17]OCC1. No catalyst specified. The product is [O:1]=[C:2]1[CH2:6][CH2:5][CH2:4][N:3]1[CH2:7][CH2:17][C:18]([OH:13])=[O:11]. The yield is 0.490. (3) The reactants are [N+:1]([C:4]1[CH:13]=[C:12]2[C:7]([CH2:8][CH2:9][N:10]([C:14]([O:16][C:17]([CH3:20])([CH3:19])[CH3:18])=[O:15])[CH2:11]2)=[CH:6][CH:5]=1)([O-])=O. The catalyst is CO.[OH-].[OH-].[Pd+2]. The product is [NH2:1][C:4]1[CH:13]=[C:12]2[C:7]([CH2:8][CH2:9][N:10]([C:14]([O:16][C:17]([CH3:20])([CH3:19])[CH3:18])=[O:15])[CH2:11]2)=[CH:6][CH:5]=1. The yield is 0.690. (4) The reactants are [F:1][C:2]1[CH:7]=[C:6]([CH3:8])[CH:5]=[CH:4][C:3]=1[NH2:9].C1(P(C2C=CC=CC=2)C2(P(C3C=CC=CC=3)C3C=CC=CC=3)CC=C3C(C=CC=C3)=C2C2C3C(=CC=CC=3)C=CC=2)C=CC=CC=1.C(=O)([O-])[O-].[Cs+].[Cs+].[CH2:62]([O:64][C:65]([C:67]1[C:72](Cl)=[C:71]([CH3:74])[C:70](=[O:75])[N:69]([CH3:76])[C:68]=1[CH3:77])=[O:66])[CH3:63]. The catalyst is C1(C)C=CC=CC=1.CCOC(C)=O.C([O-])(=O)C.[Pd+2].C([O-])(=O)C. The product is [CH2:62]([O:64][C:65]([C:67]1[C:72]([NH:9][C:3]2[CH:4]=[CH:5][C:6]([CH3:8])=[CH:7][C:2]=2[F:1])=[C:71]([CH3:74])[C:70](=[O:75])[N:69]([CH3:76])[C:68]=1[CH3:77])=[O:66])[CH3:63]. The yield is 0.710. (5) The reactants are [C:1]1([CH2:7][CH2:8][CH2:9][CH2:10][C:11]([OH:13])=O)[CH:6]=[CH:5][CH:4]=[CH:3][CH:2]=1.[CH3:14][O:15][NH:16][CH3:17].Cl.CN1CCOCC1.Cl. The catalyst is C(Cl)Cl.CN(C1C=CN=CC=1)C. The product is [CH3:14][O:15][N:16]([CH3:17])[C:11](=[O:13])[CH2:10][CH2:9][CH2:8][CH2:7][C:1]1[CH:6]=[CH:5][CH:4]=[CH:3][CH:2]=1. The yield is 0.820. (6) The reactants are [Cl:1][C:2]1[CH:7]=[CH:6][C:5]([C:8]2([C:12]([N:14]3[CH2:19][CH2:18][CH2:17][CH:16]([CH2:20][OH:21])[CH2:15]3)=[O:13])[CH2:11][CH2:10][CH2:9]2)=[CH:4][CH:3]=1.C(N(CC)CC)C.[CH3:29][S:30](Cl)(=[O:32])=[O:31]. The catalyst is ClCCl. The product is [Cl:1][C:2]1[CH:3]=[CH:4][C:5]([C:8]2([C:12]([N:14]3[CH2:19][CH2:18][CH2:17][CH:16]([CH2:20][O:21][S:30]([CH3:29])(=[O:32])=[O:31])[CH2:15]3)=[O:13])[CH2:11][CH2:10][CH2:9]2)=[CH:6][CH:7]=1. The yield is 0.710. (7) The reactants are [NH2:1][C:2]1[CH:3]=[C:4]([CH:9]=[CH:10][CH:11]=1)[C:5]([O:7][CH3:8])=[O:6].[F:12][C:13]1[CH:18]=[CH:17][C:16]([F:19])=[CH:15][C:14]=1[S:20](Cl)(=[O:22])=[O:21]. The catalyst is C(Cl)Cl. The product is [F:12][C:13]1[CH:18]=[CH:17][C:16]([F:19])=[CH:15][C:14]=1[S:20]([NH:1][C:2]1[CH:3]=[C:4]([CH:9]=[CH:10][CH:11]=1)[C:5]([O:7][CH3:8])=[O:6])(=[O:22])=[O:21]. The yield is 0.738. (8) The reactants are [C:1]([O:5][C:6]([NH:8][CH:9]([CH3:13])[C:10]([OH:12])=O)=[O:7])([CH3:4])([CH3:3])[CH3:2].C1C=CC2N(O)N=NC=2C=1.CN1C(=O)CCC1.CCN=C=NCCCN(C)C.[NH:42]1[CH2:47][CH2:46][S:45][CH2:44][CH2:43]1. The catalyst is C(Cl)Cl. The product is [C:1]([O:5][C:6](=[O:7])[NH:8][CH:9]([CH3:13])[C:10](=[O:12])[N:42]1[CH2:47][CH2:46][S:45][CH2:44][CH2:43]1)([CH3:2])([CH3:3])[CH3:4]. The yield is 0.980. (9) The reactants are [CH3:1][C:2]1[CH:3]=[CH:4][C:5]([N:9]2[N:32]=[C:31]([CH3:33])/[C:12](=[N:13]/[NH:14][C:15]3[CH:16]=[CH:17][CH:18]=[C:19]([C:22]4[CH:23]=[CH:24][CH:25]=[C:26]([C:28]([OH:30])=[O:29])[CH:27]=4)[C:20]=3[OH:21])/[C:10]2=[O:11])=[CH:6][C:7]=1[CH3:8]. The catalyst is C(O)(=O)C. The product is [CH3:8][C:7]1[CH:6]=[C:5]([N:9]2[C:10](=[O:11])[C:12](=[N:13][NH:14][C:15]3[C:20]([OH:21])=[C:19]([C:22]4[CH:23]=[CH:24][CH:25]=[C:26]([C:28]([OH:30])=[O:29])[CH:27]=4)[CH:18]=[CH:17][CH:16]=3)[C:31]([CH3:33])=[N:32]2)[CH:4]=[CH:3][C:2]=1[CH3:1]. The yield is 0.880. (10) The yield is 0.300. The catalyst is C(Cl)(Cl)Cl.CO. The product is [C:1]([C:5]1[N:10]=[C:9]([N:11]2[CH2:16][CH2:15][N:14]([CH2:17][CH2:18][CH2:19][CH2:20][NH:21][C:31]([N:49]3[CH2:50][CH2:51][N:46]([C:42]4[CH:43]=[CH:44][CH:45]=[C:40]([C:38]#[N:39])[CH:41]=4)[CH2:47][CH2:48]3)=[O:32])[CH2:13][CH2:12]2)[CH:8]=[C:7]([C:22]([F:24])([F:25])[F:23])[N:6]=1)([CH3:4])([CH3:2])[CH3:3]. The reactants are [C:1]([C:5]1[N:10]=[C:9]([N:11]2[CH2:16][CH2:15][N:14]([CH2:17][CH2:18][CH2:19][CH2:20][NH2:21])[CH2:13][CH2:12]2)[CH:8]=[C:7]([C:22]([F:25])([F:24])[F:23])[N:6]=1)([CH3:4])([CH3:3])[CH3:2].C1N=CN([C:31](N2C=NC=C2)=[O:32])C=1.[C:38]([C:40]1[CH:41]=[C:42]([N:46]2[CH2:51][CH2:50][NH:49][CH2:48][CH2:47]2)[CH:43]=[CH:44][CH:45]=1)#[N:39].